Dataset: Full USPTO retrosynthesis dataset with 1.9M reactions from patents (1976-2016). Task: Predict the reactants needed to synthesize the given product. (1) Given the product [NH2:17][C:8]1[CH:9]=[C:10]([CH:15]=[CH:16][C:7]=1[NH:6][CH2:5][CH2:4][CH2:3][N:2]([CH3:1])[CH2:20][CH2:21][C:22]1[CH:27]=[CH:26][CH:25]=[CH:24][N:23]=1)[C:11]([O:13][CH3:14])=[O:12], predict the reactants needed to synthesize it. The reactants are: [CH3:1][N:2]([CH2:20][CH2:21][C:22]1[CH:27]=[CH:26][CH:25]=[CH:24][N:23]=1)[CH2:3][CH2:4][CH2:5][NH:6][C:7]1[CH:16]=[CH:15][C:10]([C:11]([O:13][CH3:14])=[O:12])=[CH:9][C:8]=1[N+:17]([O-])=O. (2) The reactants are: Br[CH2:2][CH2:3][NH:4][C:5]1[C:14]2[C:9](=[CH:10][CH:11]=[CH:12][CH:13]=2)[N:8]=[C:7]([CH3:15])[CH:6]=1.[OH:16][C:17]1[CH:24]=[CH:23][C:20]([CH:21]=[O:22])=[CH:19][CH:18]=1.C(=O)([O-])[O-].[K+].[K+]. Given the product [CH3:15][C:7]1[CH:6]=[C:5]([NH:4][CH2:3][CH2:2][O:16][C:17]2[CH:24]=[CH:23][C:20]([CH:21]=[O:22])=[CH:19][CH:18]=2)[C:14]2[C:9](=[CH:10][CH:11]=[CH:12][CH:13]=2)[N:8]=1, predict the reactants needed to synthesize it.